Task: Regression. Given a peptide amino acid sequence and an MHC pseudo amino acid sequence, predict their binding affinity value. This is MHC class II binding data.. Dataset: Peptide-MHC class II binding affinity with 134,281 pairs from IEDB (1) The peptide sequence is GSDPKKLVLDIKYTR. The MHC is DRB3_0202 with pseudo-sequence DRB3_0202. The binding affinity (normalized) is 0.214. (2) The peptide sequence is TAGVFAAPTLMSFLR. The MHC is HLA-DQA10101-DQB10501 with pseudo-sequence HLA-DQA10101-DQB10501. The binding affinity (normalized) is 0.242. (3) The peptide sequence is MNIKLQMPLYVAGYK. The MHC is HLA-DPA10103-DPB10401 with pseudo-sequence HLA-DPA10103-DPB10401. The binding affinity (normalized) is 0.467.